Dataset: Catalyst prediction with 721,799 reactions and 888 catalyst types from USPTO. Task: Predict which catalyst facilitates the given reaction. (1) Reactant: [NH:1]([C:21]([O:23][C:24]([CH3:27])([CH3:26])[CH3:25])=[O:22])[C@@H:2]([C:10]([N:12]1[CH2:20][CH2:19][CH2:18][C@H:13]1[C:14]([O:16]C)=[O:15])=[O:11])[CH2:3][C:4]1[CH:9]=[CH:8][CH:7]=[CH:6][CH:5]=1.[OH-].[Na+].Cl. Product: [NH:1]([C:21]([O:23][C:24]([CH3:27])([CH3:26])[CH3:25])=[O:22])[C@@H:2]([C:10]([N:12]1[CH2:20][CH2:19][CH2:18][C@H:13]1[C:14]([OH:16])=[O:15])=[O:11])[CH2:3][C:4]1[CH:5]=[CH:6][CH:7]=[CH:8][CH:9]=1. The catalyst class is: 644. (2) Reactant: C[CH:2]1[C:8](=[O:9])[NH:7][C:6]2[CH:10]=[CH:11][CH:12]=[CH:13][C:5]=2[C:4]2[CH:14]=[CH:15][CH:16]=[CH:17][C:3]1=2.[Si]([I:22])(C)(C)C.II. Product: [I:22][N:7]1[C:8](=[O:9])[CH2:2][C:3]2[CH:17]=[CH:16][CH:15]=[CH:14][C:4]=2[C:5]2[CH:13]=[CH:12][CH:11]=[CH:10][C:6]1=2. The catalyst class is: 424. (3) Reactant: [Li]CCCC.C1(S([N:15]2[CH:19]=[CH:18][C:17]([Cl:20])=[N:16]2)(=O)=O)C=CC=CC=1.[F:21][C:22]1[CH:27]=[CH:26][C:25]([N:28]=[C:29]=[O:30])=[CH:24][CH:23]=1.[NH4+].[Cl-].[OH-].[Na+]. Product: [Cl:20][C:17]1[NH:16][N:15]=[C:19]([C:29]([NH:28][C:25]2[CH:26]=[CH:27][C:22]([F:21])=[CH:23][CH:24]=2)=[O:30])[CH:18]=1. The catalyst class is: 249. (4) Reactant: [C:1]([C:3]1[CH:4]=[C:5]([NH:14][C:15]([NH:17][C:18]([CH3:22])([CH3:21])[CH2:19][OH:20])=[S:16])[CH:6]=[CH:7][C:8]=1[N:9]=[CH:10][N:11](C)C)#[N:2].[CH3:23][C:24]1[CH:25]=[C:26](N)[CH:27]=[CH:28][C:29]=1[O:30][C:31]1[CH:32]=[CH:33][C:34]2[O:38][C:37]([CH3:39])=[N:36][C:35]=2[CH:40]=1.C(O)(=O)C. Product: [OH:20][CH2:19][C:18]([NH:17][C:15]([NH:14][C:5]1[CH:4]=[C:3]2[C:8](=[CH:7][CH:6]=1)[N:9]=[CH:10][N:11]=[C:1]2[NH:2][C:26]1[CH:27]=[CH:28][C:29]([O:30][C:31]2[CH:32]=[CH:33][C:34]3[O:38][C:37]([CH3:39])=[N:36][C:35]=3[CH:40]=2)=[C:24]([CH3:23])[CH:25]=1)=[S:16])([CH3:21])[CH3:22]. The catalyst class is: 480.